This data is from Full USPTO retrosynthesis dataset with 1.9M reactions from patents (1976-2016). The task is: Predict the reactants needed to synthesize the given product. (1) Given the product [Br:5][C:6]1[CH:7]=[CH:8][C:9]([C:12]2[S:13][CH:14]=[C:15]([C:18]([CH3:20])=[O:19])[C:16]=2[OH:17])=[CH:10][CH:11]=1, predict the reactants needed to synthesize it. The reactants are: C(Cl)(Cl)Cl.[Br:5][C:6]1[CH:11]=[CH:10][C:9]([CH:12]2[C:16]([OH:17])=[C:15]([C:18]([CH3:20])=[O:19])[CH2:14][S:13]2)=[CH:8][CH:7]=1.S(Cl)(Cl)(=O)=O.O. (2) Given the product [F:1][C:2]([F:7])([F:6])[C:3]([OH:5])=[O:4].[CH2:47]([N:8]([CH2:44][CH3:45])[C@@H:9]1[CH2:14][CH2:13][C@H:12]([N:15]2[CH2:19][CH2:18][CH:17]([C:20]3[NH:24][C:23]4[C:25]([C:29]([F:30])([F:31])[F:32])=[CH:26][CH:27]=[CH:28][C:22]=4[N:21]=3)[C:16]2=[O:33])[C@H:11]([CH2:34][S:35]([C:38]2[CH:39]=[CH:40][CH:41]=[CH:42][CH:43]=2)(=[O:36])=[O:37])[CH2:10]1)[CH3:48], predict the reactants needed to synthesize it. The reactants are: [F:1][C:2]([F:7])([F:6])[C:3]([OH:5])=[O:4].[NH2:8][C@@H:9]1[CH2:14][CH2:13][C@H:12]([N:15]2[CH2:19][CH2:18][CH:17]([C:20]3[NH:24][C:23]4[C:25]([C:29]([F:32])([F:31])[F:30])=[CH:26][CH:27]=[CH:28][C:22]=4[N:21]=3)[C:16]2=[O:33])[C@H:11]([CH2:34][S:35]([C:38]2[CH:43]=[CH:42][CH:41]=[CH:40][CH:39]=2)(=[O:37])=[O:36])[CH2:10]1.[CH:44](=O)[CH3:45].[C:47](O)(=O)[CH3:48].C(O[BH-](OC(=O)C)OC(=O)C)(=O)C.[Na+]. (3) Given the product [F:1][C:2]1[CH:13]=[CH:12][C:11]([CH:15]([OH:14])[CH3:16])=[N:6][C:7]=1[CH3:8], predict the reactants needed to synthesize it. The reactants are: [F:1][C:2]1C=CC(C#N)=[N:6][C:7]=1[CH3:8].[CH2:11]1[CH2:15][O:14][CH2:13][CH2:12]1.[CH3:16][Mg+].[Br-].[BH4-].[Na+]. (4) Given the product [C:25]([O:29][C:30]([N:32]1[CH2:37][CH2:36][CH:35]([CH2:38][NH:39][C:20]([C:18]2[CH:17]=[CH:16][C:13]3[N:14]([CH3:15])[C:10]([NH:9][C:7]4[S:8][C:4]5[CH:3]=[C:2]([Cl:1])[CH:24]=[CH:23][C:5]=5[N:6]=4)=[N:11][C:12]=3[CH:19]=2)=[O:21])[CH2:34][CH2:33]1)=[O:31])([CH3:28])([CH3:27])[CH3:26], predict the reactants needed to synthesize it. The reactants are: [Cl:1][C:2]1[CH:24]=[CH:23][C:5]2[N:6]=[C:7]([NH:9][C:10]3[N:14]([CH3:15])[C:13]4[CH:16]=[CH:17][C:18]([C:20](O)=[O:21])=[CH:19][C:12]=4[N:11]=3)[S:8][C:4]=2[CH:3]=1.[C:25]([O:29][C:30]([N:32]1[CH2:37][CH2:36][CH:35]([CH2:38][NH2:39])[CH2:34][CH2:33]1)=[O:31])([CH3:28])([CH3:27])[CH3:26].CN(C(ON1N=NC2C=CC=CC1=2)=[N+](C)C)C.F[P-](F)(F)(F)(F)F.CCN(C(C)C)C(C)C.